Dataset: Peptide-MHC class II binding affinity with 134,281 pairs from IEDB. Task: Regression. Given a peptide amino acid sequence and an MHC pseudo amino acid sequence, predict their binding affinity value. This is MHC class II binding data. (1) The peptide sequence is IKCFEKFLEPKVKFG. The MHC is H-2-IAb with pseudo-sequence H-2-IAb. The binding affinity (normalized) is 0.358. (2) The peptide sequence is TQLVLSSMVNPLVLS. The MHC is DRB4_0101 with pseudo-sequence DRB4_0103. The binding affinity (normalized) is 0.617. (3) The peptide sequence is HVVIEAYTAAVELMP. The MHC is HLA-DPA10103-DPB10401 with pseudo-sequence HLA-DPA10103-DPB10401. The binding affinity (normalized) is 0.205. (4) The peptide sequence is TGAYSNASSTESASY. The MHC is H-2-IAb with pseudo-sequence H-2-IAb. The binding affinity (normalized) is 0.816. (5) The peptide sequence is ESHGVAAVLFAATAA. The MHC is DRB1_1302 with pseudo-sequence DRB1_1302. The binding affinity (normalized) is 0.0467. (6) The peptide sequence is VNTLRFLVKNAGYLV. The MHC is DRB1_0101 with pseudo-sequence DRB1_0101. The binding affinity (normalized) is 0.991.